This data is from Full USPTO retrosynthesis dataset with 1.9M reactions from patents (1976-2016). The task is: Predict the reactants needed to synthesize the given product. (1) Given the product [CH3:33][N:34]1[CH2:39][CH2:38][N:37]([C:15]([N:13]2[CH2:14][CH:9]([C:6]3[CH:7]=[CH:8][C:3]([C:2]([F:31])([F:1])[F:32])=[CH:4][CH:5]=3)[CH2:10][CH:11]([C:27]([O:29][CH3:30])=[O:28])[CH2:12]2)=[O:16])[CH2:36][C:35]1=[O:40], predict the reactants needed to synthesize it. The reactants are: [F:1][C:2]([F:32])([F:31])[C:3]1[CH:8]=[CH:7][C:6]([CH:9]2[CH2:14][N:13]([C:15](OC3C=CC([N+]([O-])=O)=CC=3)=[O:16])[CH2:12][CH:11]([C:27]([O:29][CH3:30])=[O:28])[CH2:10]2)=[CH:5][CH:4]=1.[CH3:33][N:34]1[CH2:39][CH2:38][NH:37][CH2:36][C:35]1=[O:40]. (2) Given the product [Br:20][C:5]1[N:4]=[CH:3][C:2]([N:7]2[CH2:8][CH2:9][N:10]([C:13]([O:15][C:16]([CH3:19])([CH3:18])[CH3:17])=[O:14])[CH2:11][CH2:12]2)=[N:1][CH:6]=1, predict the reactants needed to synthesize it. The reactants are: [N:1]1[CH:6]=[CH:5][N:4]=[CH:3][C:2]=1[N:7]1[CH2:12][CH2:11][N:10]([C:13]([O:15][C:16]([CH3:19])([CH3:18])[CH3:17])=[O:14])[CH2:9][CH2:8]1.[Br:20]N1C(=O)CCC1=O. (3) Given the product [CH3:1][C:2]1[CH:3]=[C:4]([C:9]2[N:10]=[C:11]([NH:20][C:21](=[O:28])[C:22]3[CH:27]=[CH:26][CH:25]=[CH:24][CH:23]=3)[S:12][C:13]=2[C:14]2[CH:19]=[CH:18][N:17]=[CH:16][CH:15]=2)[CH:5]=[C:6]([CH3:8])[CH:7]=1, predict the reactants needed to synthesize it. The reactants are: [CH3:1][C:2]1[CH:3]=[C:4]([C:9]2[N:10]=[C:11]([NH2:20])[S:12][C:13]=2[C:14]2[CH:19]=[CH:18][N:17]=[CH:16][CH:15]=2)[CH:5]=[C:6]([CH3:8])[CH:7]=1.[C:21](Cl)(=[O:28])[C:22]1[CH:27]=[CH:26][CH:25]=[CH:24][CH:23]=1.C(=O)([O-])O.[Na+]. (4) The reactants are: [Cl:1][C:2]1[CH:7]=[C:6]2[NH:8][C:9](=[O:32])[C:10]3([CH:15]([C:16]4[CH:21]=[CH:20][CH:19]=[C:18]([Cl:22])[CH:17]=4)[CH2:14][C:13](=O)[NH:12][CH:11]3[C:24]3[CH:29]=[C:28]([F:30])[CH:27]=[CH:26][C:25]=3[CH3:31])[C:5]2=[CH:4][C:3]=1[F:33].[BH4-].[Na+]. Given the product [Cl:1][C:2]1[CH:7]=[C:6]2[NH:8][C:9](=[O:32])[C:10]3([CH:15]([C:16]4[CH:21]=[CH:20][CH:19]=[C:18]([Cl:22])[CH:17]=4)[CH2:14][CH2:13][NH:12][CH:11]3[C:24]3[CH:29]=[C:28]([F:30])[CH:27]=[CH:26][C:25]=3[CH3:31])[C:5]2=[CH:4][C:3]=1[F:33], predict the reactants needed to synthesize it. (5) Given the product [CH2:1]([C:3]1[CH:8]=[CH:7][C:6]([CH:9]2[CH2:10][CH:11]([C:23]3[O:25][N:29]=[C:28]([C:30]4[CH:35]=[CH:34][CH:33]=[CH:32][CH:31]=4)[N:27]=3)[CH2:12][N:13]([C:15]([N:17]3[CH2:22][CH2:21][O:20][CH2:19][CH2:18]3)=[O:16])[CH2:14]2)=[CH:5][CH:4]=1)[CH3:2], predict the reactants needed to synthesize it. The reactants are: [CH2:1]([C:3]1[CH:8]=[CH:7][C:6]([CH:9]2[CH2:14][N:13]([C:15]([N:17]3[CH2:22][CH2:21][O:20][CH2:19][CH2:18]3)=[O:16])[CH2:12][CH:11]([C:23]([OH:25])=O)[CH2:10]2)=[CH:5][CH:4]=1)[CH3:2].O[NH:27][C:28]([C:30]1[CH:35]=[CH:34][CH:33]=[CH:32][CH:31]=1)=[NH:29]. (6) Given the product [CH3:40][N:41]1[CH2:46][CH2:45][N:44]([C:37]([C:32]2([NH:31][C:29](=[O:30])[O:28][C:24]([CH3:25])([CH3:26])[CH3:27])[CH2:33][CH2:34][CH2:35][CH2:36]2)=[O:39])[CH2:43][CH2:42]1, predict the reactants needed to synthesize it. The reactants are: Cl.CN(C)CCCN=C=NCC.O.OC1C2N=NNC=2C=CC=1.[C:24]([O:28][C:29]([NH:31][C:32]1([C:37]([OH:39])=O)[CH2:36][CH2:35][CH2:34][CH2:33]1)=[O:30])([CH3:27])([CH3:26])[CH3:25].[CH3:40][N:41]1[CH2:46][CH2:45][NH:44][CH2:43][CH2:42]1.